Dataset: Forward reaction prediction with 1.9M reactions from USPTO patents (1976-2016). Task: Predict the product of the given reaction. (1) Given the reactants [CH:1]1[C:13]2[CH:12]([CH2:14][C:15]([C:17]3[CH:22]=[CH:21][N:20]=[CH:19][CH:18]=3)=O)[C:11]3[C:6](=[CH:7][CH:8]=[CH:9][CH:10]=3)[C:5]=2[CH:4]=[CH:3][CH:2]=1.Cl.[NH2:24][OH:25].C([O-])(O)=O.[Na+], predict the reaction product. The product is: [CH:1]1[C:13]2[CH:12]([CH2:14][C:15]([C:17]3[CH:22]=[CH:21][N:20]=[CH:19][CH:18]=3)=[N:24][OH:25])[C:11]3[C:6](=[CH:7][CH:8]=[CH:9][CH:10]=3)[C:5]=2[CH:4]=[CH:3][CH:2]=1. (2) Given the reactants [Br:1][C:2]1[CH:7]=[CH:6][C:5]([F:8])=[CH:4][C:3]=1[CH2:9]Br.[Na+].[I-].[C:13]([S-:15])#[N:14].[K+], predict the reaction product. The product is: [Br:1][C:2]1[CH:7]=[CH:6][C:5]([F:8])=[CH:4][C:3]=1[CH2:9][N:14]=[C:13]=[S:15]. (3) Given the reactants ClC1C(C(NCC23CC4CC(CC(C4)C2)C3)=O)=CC(C2C=CC=CC=2C(O)=O)=NC=1.[Cl:31][C:32]1[CH:37]=[CH:36][C:35](B(O)O)=[CH:34][C:33]=1[C:41]([NH:43][CH2:44][C:45]12[CH2:54][CH:49]3[CH2:50][CH:51]([CH2:53][CH:47]([CH2:48]3)[CH2:46]1)[CH2:52]2)=[O:42].Br[C:56]1[C:57]([N:62]2[CH2:67][CH2:66][C:65]([OH:72])([C:68]([O:70]C)=[O:69])[CH2:64][CH2:63]2)=[N:58][CH:59]=[CH:60][CH:61]=1.[OH-].[K+], predict the reaction product. The product is: [Cl:31][C:32]1[CH:37]=[CH:36][C:35]([C:56]2[C:57]([N:62]3[CH2:63][CH2:64][C:65]([OH:72])([C:68]([OH:70])=[O:69])[CH2:66][CH2:67]3)=[N:58][CH:59]=[CH:60][CH:61]=2)=[CH:34][C:33]=1[C:41]([NH:43][CH2:44][C:45]12[CH2:54][CH:49]3[CH2:50][CH:51]([CH2:53][CH:47]([CH2:48]3)[CH2:46]1)[CH2:52]2)=[O:42]. (4) Given the reactants C[O:2][C:3]1[C:8]([C:9]2[CH:14]=[CH:13][C:12]([C@H:15]([N:17]3[C:25](=[O:26])[C:24]4[C:19](=[CH:20][CH:21]=[CH:22][CH:23]=4)[C:18]3=[O:27])[CH3:16])=[CH:11][CH:10]=2)=[CH:7][CH:6]=[CH:5][N:4]=1.Cl, predict the reaction product. The product is: [OH:2][C:3]1[C:8]([C:9]2[CH:10]=[CH:11][C:12]([C@H:15]([N:17]3[C:25](=[O:26])[C:24]4[C:19](=[CH:20][CH:21]=[CH:22][CH:23]=4)[C:18]3=[O:27])[CH3:16])=[CH:13][CH:14]=2)=[CH:7][CH:6]=[CH:5][N:4]=1. (5) Given the reactants [CH2:1]([C@H:3]1[C@@H:7]([C:8]2[N:12]3[C:13]4[CH:19]=[CH:18][NH:17][C:14]=4[N:15]=[CH:16][C:11]3=[N:10][N:9]=2)[CH2:6]/[C:5](=[CH:20]/[C:21]([O:23][CH2:24][CH3:25])=[O:22])/[CH2:4]1)[CH3:2], predict the reaction product. The product is: [CH2:1]([C@H:3]1[C@@H:7]([C:8]2[N:12]3[C:13]4[CH:19]=[CH:18][NH:17][C:14]=4[N:15]=[CH:16][C:11]3=[N:10][N:9]=2)[CH2:6][C@H:5]([CH2:20][C:21]([O:23][CH2:24][CH3:25])=[O:22])[CH2:4]1)[CH3:2]. (6) Given the reactants [Br:1][C:2]1[C:7]([C:8]([OH:10])=[O:9])=[CH:6][N:5]=[CH:4][CH:3]=1.CO.[CH2:13](Cl)CCl, predict the reaction product. The product is: [CH3:13][O:9][C:8](=[O:10])[C:7]1[C:2]([Br:1])=[CH:3][CH:4]=[N:5][CH:6]=1.